This data is from Forward reaction prediction with 1.9M reactions from USPTO patents (1976-2016). The task is: Predict the product of the given reaction. (1) The product is: [Cl:1][C:2]1[CH:3]=[CH:4][C:5]([C:8]2[C:9]([O:25][CH2:26][CH:27]3[CH2:28][CH2:29]3)=[N:10][CH:11]=[C:12]([CH:24]=2)[C:13]([NH:15][C@H:16]2[CH2:21][CH2:20][CH2:19][CH2:18]/[C:17]/2=[N:22]\[O:23][CH2:34][C:33]([F:44])([F:43])[F:32])=[O:14])=[CH:6][CH:7]=1. Given the reactants [Cl:1][C:2]1[CH:7]=[CH:6][C:5]([C:8]2[C:9]([O:25][CH2:26][CH:27]3[CH2:29][CH2:28]3)=[N:10][CH:11]=[C:12]([CH:24]=2)[C:13]([NH:15][C@H:16]2[CH2:21][CH2:20][CH2:19][CH2:18]/[C:17]/2=[N:22]\[OH:23])=[O:14])=[CH:4][CH:3]=1.[H-].[Na+].[F:32][C:33]([F:44])([F:43])[CH2:34]OS(C(F)(F)F)(=O)=O, predict the reaction product. (2) Given the reactants [Cl:1][C:2]1[CH:3]=[CH:4][C:5]([NH:8][C:9]([C:11]2[O:19][C:18]3[C:13](=[N:14][C:15]([C:20]([OH:22])=O)=[CH:16][CH:17]=3)[C:12]=2[NH:23][C:24](=[O:36])[CH2:25][CH2:26][CH2:27][CH2:28][N:29]2[CH2:34][CH2:33][O:32][CH2:31][C:30]2=[O:35])=[O:10])=[N:6][CH:7]=1.[CH3:37][O:38][CH2:39][CH2:40][NH:41][CH3:42], predict the reaction product. The product is: [Cl:1][C:2]1[CH:3]=[CH:4][C:5]([NH:8][C:9]([C:11]2[O:19][C:18]3[C:13](=[N:14][C:15]([C:20]([N:41]([CH2:40][CH2:39][O:38][CH3:37])[CH3:42])=[O:22])=[CH:16][CH:17]=3)[C:12]=2[NH:23][C:24](=[O:36])[CH2:25][CH2:26][CH2:27][CH2:28][N:29]2[CH2:34][CH2:33][O:32][CH2:31][C:30]2=[O:35])=[O:10])=[N:6][CH:7]=1. (3) Given the reactants [CH2:1]([O:3][C:4](=[O:15])[CH2:5][C:6]1[CH:11]=[CH:10][C:9]([N+:12]([O-:14])=[O:13])=[CH:8][CH:7]=1)[CH3:2].[H-].[Na+].I[CH3:19], predict the reaction product. The product is: [CH2:1]([O:3][C:4](=[O:15])[CH:5]([C:6]1[CH:11]=[CH:10][C:9]([N+:12]([O-:14])=[O:13])=[CH:8][CH:7]=1)[CH3:19])[CH3:2]. (4) Given the reactants [O:1]1[C:6]2[CH:7]=[CH:8][C:9]([C:11](O)([CH3:18])[CH2:12][C:13]([O:15][CH2:16][CH3:17])=[O:14])=[CH:10][C:5]=2[O:4][CH2:3][CH2:2]1.FC(F)(F)C(O)=O.[CH3:27][S:28][CH2:29][C:30]1[CH:31]=[CH:32][CH:33]=[C:34]2[C:38]=1[NH:37][CH:36]=[CH:35]2, predict the reaction product. The product is: [O:1]1[C:6]2[CH:7]=[CH:8][C:9]([C:11]([C:35]3[C:34]4[C:38](=[C:30]([CH2:29][S:28][CH3:27])[CH:31]=[CH:32][CH:33]=4)[NH:37][CH:36]=3)([CH3:18])[CH2:12][C:13]([O:15][CH2:16][CH3:17])=[O:14])=[CH:10][C:5]=2[O:4][CH2:3][CH2:2]1. (5) Given the reactants [C:1]1([C:7]2[CH:12]=[CH:11][C:10]([Mg]Br)=[CH:9][CH:8]=2)[CH:6]=[CH:5][CH:4]=[CH:3][CH:2]=1.[C:15](=[S:17])=[S:16].[CH2:18](Br)[C:19]1[CH:24]=[CH:23][CH:22]=[CH:21][CH:20]=1, predict the reaction product. The product is: [C:1]1([C:7]2[CH:12]=[CH:11][C:10]([C:15]([S:17][CH2:18][C:19]3[CH:24]=[CH:23][CH:22]=[CH:21][CH:20]=3)=[S:16])=[CH:9][CH:8]=2)[CH:6]=[CH:5][CH:4]=[CH:3][CH:2]=1.